Task: Predict the reactants needed to synthesize the given product.. Dataset: Full USPTO retrosynthesis dataset with 1.9M reactions from patents (1976-2016) (1) Given the product [ClH:1].[Cl:1][C:2]1[CH:3]=[C:4]([N:12]2[CH2:17][CH2:16][NH:15][CH2:14][CH2:13]2)[C:5]2[O:10][CH2:9][CH2:8][O:7][C:6]=2[CH:11]=1, predict the reactants needed to synthesize it. The reactants are: [Cl:1][C:2]1[CH:3]=[C:4]([N:12]2[CH2:17][CH2:16][N:15](C(OC(C)(C)C)=O)[CH2:14][CH2:13]2)[C:5]2[O:10][CH2:9][CH2:8][O:7][C:6]=2[CH:11]=1.O(CC)CC.Cl. (2) Given the product [NH3:14].[C:1]([C:5]1[CH:10]=[CH:9][C:8]([S:11]([NH:14][C:15]2[C:20]([O:21][C:22]3[CH:27]=[CH:26][CH:25]=[CH:24][C:23]=3[O:28][CH3:29])=[C:19]([O:43][CH2:42][C:41]#[C:40][CH2:39][O:38][CH3:37])[N:18]=[C:17]([C:31]3[N:36]=[CH:35][CH:34]=[CH:33][N:32]=3)[N:16]=2)(=[O:13])=[O:12])=[CH:7][CH:6]=1)([CH3:4])([CH3:3])[CH3:2], predict the reactants needed to synthesize it. The reactants are: [C:1]([C:5]1[CH:10]=[CH:9][C:8]([S:11]([NH:14][C:15]2[C:20]([O:21][C:22]3[CH:27]=[CH:26][CH:25]=[CH:24][C:23]=3[O:28][CH3:29])=[C:19](Cl)[N:18]=[C:17]([C:31]3[N:36]=[CH:35][CH:34]=[CH:33][N:32]=3)[N:16]=2)(=[O:13])=[O:12])=[CH:7][CH:6]=1)([CH3:4])([CH3:3])[CH3:2].[CH3:37][O:38][CH2:39][C:40]#[C:41][CH2:42][OH:43].C(O)C#CCO.COS(OC)(=O)=O.[H-].[Na+]. (3) Given the product [CH3:9][O:10][C:2]1[CH:7]=[CH:6][N:5]=[C:4]([NH2:8])[CH:3]=1, predict the reactants needed to synthesize it. The reactants are: Cl[C:2]1[CH:7]=[CH:6][N:5]=[C:4]([NH2:8])[CH:3]=1.[CH3:9][O-:10].[Na+]. (4) Given the product [C:1]([N:18]1[CH2:17][CH2:16][N:15]([CH2:21][C:22]2[CH:31]=[CH:30][C:25]([C:26]([O:28][CH3:29])=[O:27])=[CH:24][CH:23]=2)[CH2:20][CH2:19]1)(=[O:12])/[CH:2]=[CH:3]/[CH2:4][CH2:5][CH2:6][CH2:7][CH2:8][CH2:9][CH3:10], predict the reactants needed to synthesize it. The reactants are: [C:1]([OH:12])(=O)/[CH:2]=[CH:3]/[CH2:4][CH2:5][CH2:6][CH2:7][CH2:8][CH2:9][CH3:10].Cl.Cl.[N:15]1([CH2:21][C:22]2[CH:31]=[CH:30][C:25]([C:26]([O:28][CH3:29])=[O:27])=[CH:24][CH:23]=2)[CH2:20][CH2:19][NH:18][CH2:17][CH2:16]1.